Dataset: Forward reaction prediction with 1.9M reactions from USPTO patents (1976-2016). Task: Predict the product of the given reaction. Given the reactants [NH2:1][C:2]1[CH:10]=[C:9]2[C:5]([CH2:6][O:7][C:8]2=[C:11]2[C:19]3[C:14](=[CH:15][CH:16]=[CH:17][CH:18]=3)[NH:13][C:12]2=[O:20])=[CH:4][CH:3]=1.C(N(CC)CC)C.[C:28](O[C:28]([O:30][C:31]([CH3:34])([CH3:33])[CH3:32])=[O:29])([O:30][C:31]([CH3:34])([CH3:33])[CH3:32])=[O:29].C1COCC1, predict the reaction product. The product is: [C:31]([O:30][C:28](=[O:29])[NH:1][C:2]1[CH:10]=[C:9]2[C:5](=[CH:4][CH:3]=1)[CH2:6][O:7][C:8]2=[C:11]1[C:19]2[C:14](=[CH:15][CH:16]=[CH:17][CH:18]=2)[NH:13][C:12]1=[O:20])([CH3:34])([CH3:33])[CH3:32].